Dataset: Cav3 T-type calcium channel HTS with 100,875 compounds. Task: Binary Classification. Given a drug SMILES string, predict its activity (active/inactive) in a high-throughput screening assay against a specified biological target. (1) The molecule is O(c1ccc(cc1)c1[nH]oc(=O)n1)CC. The result is 0 (inactive). (2) The molecule is S(CC(=O)N1C(Cc2c1cccc2)C)c1ncccc1c1[nH]c2c(n1)ccc(c2)C. The result is 1 (active). (3) The drug is O(c1cc(CNn2cnnc2)ccc1)Cc1ccccc1. The result is 0 (inactive). (4) The molecule is S(c1n(nc(n1)c1ccccc1)C(=O)c1occc1)Cc1ccccc1. The result is 0 (inactive). (5) The drug is FC(F)(F)C1n2[nH]cc(c2=NC(C1)c1cc(OC)c(OC)c(OC)c1)C(O)=O. The result is 0 (inactive). (6) The drug is Clc1cc(NC(=S)NCc2cccnc2)ccc1. The result is 0 (inactive). (7) The compound is O=C(N(c1c(c(ccc1)C)C)Cc1ccc(OC)cc1)C. The result is 0 (inactive). (8) The drug is s1c2c(CCCC2)c2c1nnn(c2=O)C. The result is 0 (inactive). (9) The compound is S(=O)(=O)(N1CCN(CC1)c1ccc(OC)cc1)c1sccc1. The result is 0 (inactive).